From a dataset of Full USPTO retrosynthesis dataset with 1.9M reactions from patents (1976-2016). Predict the reactants needed to synthesize the given product. (1) Given the product [CH3:11][C:12]1([CH3:24])[O:16][C@H:15](/[CH:17]=[CH:18]\[CH2:19][OH:20])[CH2:14][O:13]1, predict the reactants needed to synthesize it. The reactants are: [H-].C([Al+]CC(C)C)C(C)C.[CH3:11][C:12]1([CH3:24])[O:16][C@H:15](/[CH:17]=[CH:18]\[C:19](OCC)=[O:20])[CH2:14][O:13]1.[C@H](O)(C([O-])=O)[C@@H](O)C([O-])=O.[Na+].[K+]. (2) Given the product [Br:1][C:2]1[C:3]2[N:4]([N:10]=[CH:11][CH:12]=2)[CH:5]=[C:6]([OH:8])[CH:7]=1, predict the reactants needed to synthesize it. The reactants are: [Br:1][C:2]1[C:3]2[N:4]([N:10]=[CH:11][CH:12]=2)[CH:5]=[C:6]([O:8]C)[CH:7]=1.Br.[OH-].[Na+]. (3) Given the product [C:16]([O:8][CH2:7][CH2:6][CH2:5][O:4][N+:1]([O-:3])=[O:2])(=[O:23])[C:17]1[CH:22]=[CH:21][CH:20]=[CH:19][CH:18]=1, predict the reactants needed to synthesize it. The reactants are: [N+:1]([O:4][CH2:5][CH2:6][CH2:7][OH:8])([O-:3])=[O:2].C(N(CC)CC)C.[C:16](Cl)(=[O:23])[C:17]1[CH:22]=[CH:21][CH:20]=[CH:19][CH:18]=1. (4) The reactants are: C(OC([N:8]1[CH2:13][CH2:12][CH:11]([O:14][CH2:15][CH2:16][O:17][CH3:18])[CH2:10][CH2:9]1)=O)(C)(C)C.[ClH:19].O1CCOCC1. Given the product [ClH:19].[CH3:18][O:17][CH2:16][CH2:15][O:14][CH:11]1[CH2:12][CH2:13][NH:8][CH2:9][CH2:10]1, predict the reactants needed to synthesize it. (5) Given the product [CH2:38]([O:30][C:29]([C:27]1[N:28]=[C:24]([NH:23][C:21]([C:18]2[CH:19]=[CH:20][C:15]3[O:14][CH2:13][CH2:12][N:11]([S:8]([C:6]4[CH:7]=[C:2]([Cl:1])[CH:3]=[CH:4][C:5]=4[O:32][CH3:33])(=[O:10])=[O:9])[C:16]=3[CH:17]=2)=[O:22])[S:25][CH:26]=1)=[O:31])[CH3:39], predict the reactants needed to synthesize it. The reactants are: [Cl:1][C:2]1[CH:3]=[CH:4][C:5]([O:32][CH3:33])=[C:6]([S:8]([N:11]2[C:16]3[CH:17]=[C:18]([C:21]([NH:23][C:24]4[S:25][CH:26]=[C:27]([C:29]([OH:31])=[O:30])[N:28]=4)=[O:22])[CH:19]=[CH:20][C:15]=3[O:14][CH2:13][CH2:12]2)(=[O:10])=[O:9])[CH:7]=1.S(Cl)(Cl)=O.[CH2:38](OC(C1N=C(N)SC=1)=O)[CH3:39]. (6) The reactants are: [Cl:1][C:2]1[CH:7]=[CH:6][C:5]([CH:8]2[CH:12]([C:13]3[CH:18]=[CH:17][C:16]([Cl:19])=[CH:15][CH:14]=3)[N:11]([C:20](Cl)=[O:21])[C:10]([C:23]3[C:24]([O:30][CH2:31][CH3:32])=[N:25][C:26]([CH3:29])=[N:27][CH:28]=3)=[N:9]2)=[CH:4][CH:3]=1.[CH3:33][N:34]([CH3:44])[C:35](=[O:43])[CH2:36][N:37]1[CH2:42][CH2:41][NH:40][CH2:39][CH2:38]1. Given the product [Cl:1][C:2]1[CH:7]=[CH:6][C:5]([C@H:8]2[C@@H:12]([C:13]3[CH:14]=[CH:15][C:16]([Cl:19])=[CH:17][CH:18]=3)[N:11]([C:20]([N:40]3[CH2:39][CH2:38][N:37]([CH2:36][C:35]([N:34]([CH3:44])[CH3:33])=[O:43])[CH2:42][CH2:41]3)=[O:21])[C:10]([C:23]3[C:24]([O:30][CH2:31][CH3:32])=[N:25][C:26]([CH3:29])=[N:27][CH:28]=3)=[N:9]2)=[CH:4][CH:3]=1, predict the reactants needed to synthesize it. (7) Given the product [ClH:43].[CH3:1][N:2]([C:3]([NH:5][C@H:6]1[CH2:10][CH2:9][NH:8][CH2:7]1)=[O:4])[CH2:18][CH2:19][NH:20][S:21]([C:24]1[CH:29]=[C:28]([S:30]([C:33]2[CH:34]=[CH:35][CH:36]=[CH:37][CH:38]=2)(=[O:31])=[O:32])[CH:27]=[CH:26][C:25]=1[C:39]([F:40])([F:42])[F:41])(=[O:22])=[O:23], predict the reactants needed to synthesize it. The reactants are: [CH3:1][N:2]([CH2:18][CH2:19][NH:20][S:21]([C:24]1[CH:29]=[C:28]([S:30]([C:33]2[CH:38]=[CH:37][CH:36]=[CH:35][CH:34]=2)(=[O:32])=[O:31])[CH:27]=[CH:26][C:25]=1[C:39]([F:42])([F:41])[F:40])(=[O:23])=[O:22])[C:3]([NH:5][C@H:6]1[CH2:10][CH2:9][N:8](C(OC(C)(C)C)=O)[CH2:7]1)=[O:4].[ClH:43].